This data is from Full USPTO retrosynthesis dataset with 1.9M reactions from patents (1976-2016). The task is: Predict the reactants needed to synthesize the given product. (1) Given the product [CH2:7]([S:8]([NH:11][C:58]([CH:56]1[CH2:57][N:54]([C:39]2[C:38]([C:36]#[N:37])=[CH:43][C:42]([C:44]([O:46][CH2:47][CH3:48])=[O:45])=[C:41]([O:49][CH2:50][CH:51]([F:53])[F:52])[N:40]=2)[CH2:55]1)=[O:59])(=[O:9])=[O:10])[C:1]1[CH:2]=[CH:3][CH:4]=[CH:5][CH:6]=1, predict the reactants needed to synthesize it. The reactants are: [C:1]1([CH2:7][S:8]([NH2:11])(=[O:10])=[O:9])[CH:6]=[CH:5][CH:4]=[CH:3][CH:2]=1.C1CN([P+](Br)(N2CCCC2)N2CCCC2)CC1.F[P-](F)(F)(F)(F)F.[C:36]([C:38]1[C:39]([N:54]2[CH2:57][CH:56]([C:58](O)=[O:59])[CH2:55]2)=[N:40][C:41]([O:49][CH2:50][CH:51]([F:53])[F:52])=[C:42]([C:44]([O:46][CH2:47][CH3:48])=[O:45])[CH:43]=1)#[N:37].CCN(C(C)C)C(C)C. (2) The reactants are: [NH:1]1[CH2:6][CH2:5][CH:4]([C:7]([O:9][CH3:10])=[O:8])[CH2:3][CH2:2]1.Br[C:12]1[CH:13]=[CH:14][C:15]([F:19])=[C:16]([CH3:18])[CH:17]=1. Given the product [F:19][C:15]1[CH:14]=[CH:13][C:12]([N:1]2[CH2:6][CH2:5][CH:4]([C:7]([O:9][CH3:10])=[O:8])[CH2:3][CH2:2]2)=[CH:17][C:16]=1[CH3:18], predict the reactants needed to synthesize it. (3) Given the product [Br:1][C:2]1[C:7]([F:8])=[CH:6][C:5]2=[N:9][S:11][N:10]=[C:4]2[CH:3]=1, predict the reactants needed to synthesize it. The reactants are: [Br:1][C:2]1[CH:3]=[C:4]([NH2:10])[C:5]([NH2:9])=[CH:6][C:7]=1[F:8].[S:11](Cl)(Cl)=O. (4) Given the product [C:1]([N:6]1[CH2:11][CH2:10][CH:9]([C:12]2[CH:13]=[CH:14][C:15]([NH:18][C:19]([N:21]3[CH2:29][C:28]4[CH:27]=[CH:26][N:25]=[CH:24][C:23]=4[CH2:22]3)=[O:20])=[CH:16][CH:17]=2)[CH2:8][CH2:7]1)(=[O:5])[CH:2]([CH3:4])[CH3:3], predict the reactants needed to synthesize it. The reactants are: [C:1]([N:6]1[CH2:11][CH:10]=[C:9]([C:12]2[CH:17]=[CH:16][C:15]([NH:18][C:19]([N:21]3[CH2:29][C:28]4[CH:27]=[CH:26][N:25]=[CH:24][C:23]=4[CH2:22]3)=[O:20])=[CH:14][CH:13]=2)[CH2:8][CH2:7]1)(=[O:5])[CH:2]([CH3:4])[CH3:3].